This data is from Reaction yield outcomes from USPTO patents with 853,638 reactions. The task is: Predict the reaction yield, written as a fraction of the theoretical maximum amount of product (1.0 means a 100% yield; for example, 0.34 means a 34% yield). (1) The reactants are [Br:1][C:2]1[CH:3]=[C:4]([C:11]([O:13][CH3:14])=[O:12])[C:5]2[CH:6]=[N:7][NH:8][C:9]=2[CH:10]=1.C(=O)([O-])[O-].[Cs+].[Cs+].Br[CH:22]1[CH2:26][CH2:25][CH2:24][CH2:23]1. The catalyst is C(#N)C. The product is [Br:1][C:2]1[CH:3]=[C:4]([C:11]([O:13][CH3:14])=[O:12])[C:5]2[CH:6]=[N:7][N:8]([CH:22]3[CH2:26][CH2:25][CH2:24][CH2:23]3)[C:9]=2[CH:10]=1. The yield is 0.292. (2) The reactants are [CH3:1][C:2]1[O:6][CH2:5][C:4](=[O:7])[CH:3]=1.[Cl-].[Ca+2].[Cl-].[CH:11](=O)[C:12]1[CH:22]=[C:19]([O:20][CH3:21])[C:17]([OH:18])=[C:14]([O:15][CH3:16])[CH:13]=1.B(OC(CC)C)(OC(CC)C)OC(CC)C. The catalyst is ClCCl.C(N)CCC.C(OCC)(=O)C.O.C(O)(=O)C. The product is [OH:18][C:17]1[C:19]([O:20][CH3:21])=[CH:22][C:12]([CH:11]=[C:5]2[C:4](=[O:7])[CH:3]=[C:2]([CH3:1])[O:6]2)=[CH:13][C:14]=1[O:15][CH3:16]. The yield is 0.440.